This data is from Forward reaction prediction with 1.9M reactions from USPTO patents (1976-2016). The task is: Predict the product of the given reaction. (1) Given the reactants [C:9](O[C:9]([O:11][C:12]([CH3:15])([CH3:14])[CH3:13])=[O:10])([O:11][C:12]([CH3:15])([CH3:14])[CH3:13])=[O:10].[NH2:16][CH2:17][C:18]1([CH2:21][OH:22])[CH2:20][CH2:19]1.[NH4+].[Cl-], predict the reaction product. The product is: [OH:22][CH2:21][C:18]1([CH2:17][NH:16][C:9](=[O:10])[O:11][C:12]([CH3:13])([CH3:14])[CH3:15])[CH2:20][CH2:19]1. (2) Given the reactants [H-].[Na+].[CH:3]1[C:12]2[C:7](=[CH:8][CH:9]=[CH:10][CH:11]=2)[CH:6]=[CH:5][C:4]=1[SH:13].[CH3:14][O:15][C:16]([C:18]1[S:19][C:20]([N+:24]([O-:26])=[O:25])=[C:21](Br)[CH:22]=1)=[O:17], predict the reaction product. The product is: [CH3:14][O:15][C:16]([C:18]1[S:19][C:20]([N+:24]([O-:26])=[O:25])=[C:21]([S:13][C:4]2[CH:5]=[CH:6][C:7]3[C:12](=[CH:11][CH:10]=[CH:9][CH:8]=3)[CH:3]=2)[CH:22]=1)=[O:17].